From a dataset of NCI-60 drug combinations with 297,098 pairs across 59 cell lines. Regression. Given two drug SMILES strings and cell line genomic features, predict the synergy score measuring deviation from expected non-interaction effect. (1) Drug 1: CC1=CC=C(C=C1)C2=CC(=NN2C3=CC=C(C=C3)S(=O)(=O)N)C(F)(F)F. Drug 2: CCN(CC)CCNC(=O)C1=C(NC(=C1C)C=C2C3=C(C=CC(=C3)F)NC2=O)C. Cell line: RXF 393. Synergy scores: CSS=-8.08, Synergy_ZIP=6.05, Synergy_Bliss=4.76, Synergy_Loewe=-2.36, Synergy_HSA=-7.35. (2) Drug 1: C1CCN(CC1)CCOC2=CC=C(C=C2)C(=O)C3=C(SC4=C3C=CC(=C4)O)C5=CC=C(C=C5)O. Drug 2: C1=CN(C=N1)CC(O)(P(=O)(O)O)P(=O)(O)O. Cell line: NCI-H460. Synergy scores: CSS=-6.55, Synergy_ZIP=7.55, Synergy_Bliss=6.91, Synergy_Loewe=-2.75, Synergy_HSA=-3.30. (3) Drug 1: C1=C(C(=O)NC(=O)N1)F. Drug 2: C#CCC(CC1=CN=C2C(=N1)C(=NC(=N2)N)N)C3=CC=C(C=C3)C(=O)NC(CCC(=O)O)C(=O)O. Cell line: SK-OV-3. Synergy scores: CSS=37.0, Synergy_ZIP=4.41, Synergy_Bliss=8.07, Synergy_Loewe=8.82, Synergy_HSA=9.00. (4) Drug 1: C1=CC=C(C=C1)NC(=O)CCCCCCC(=O)NO. Drug 2: CCC1(C2=C(COC1=O)C(=O)N3CC4=CC5=C(C=CC(=C5CN(C)C)O)N=C4C3=C2)O.Cl. Cell line: DU-145. Synergy scores: CSS=37.6, Synergy_ZIP=-2.34, Synergy_Bliss=-0.957, Synergy_Loewe=-0.297, Synergy_HSA=1.33. (5) Drug 1: CC(C)(C#N)C1=CC(=CC(=C1)CN2C=NC=N2)C(C)(C)C#N. Drug 2: CCC1=C2CN3C(=CC4=C(C3=O)COC(=O)C4(CC)O)C2=NC5=C1C=C(C=C5)O. Cell line: MCF7. Synergy scores: CSS=12.8, Synergy_ZIP=-4.32, Synergy_Bliss=-1.37, Synergy_Loewe=-37.7, Synergy_HSA=-3.11. (6) Synergy scores: CSS=65.5, Synergy_ZIP=1.11, Synergy_Bliss=0.485, Synergy_Loewe=-27.0, Synergy_HSA=1.44. Cell line: SR. Drug 2: CC1=CC=C(C=C1)C2=CC(=NN2C3=CC=C(C=C3)S(=O)(=O)N)C(F)(F)F. Drug 1: C1=CC(=C2C(=C1NCCNCCO)C(=O)C3=C(C=CC(=C3C2=O)O)O)NCCNCCO. (7) Drug 1: COC1=CC(=CC(=C1O)OC)C2C3C(COC3=O)C(C4=CC5=C(C=C24)OCO5)OC6C(C(C7C(O6)COC(O7)C8=CC=CS8)O)O. Drug 2: CC(C)CN1C=NC2=C1C3=CC=CC=C3N=C2N. Cell line: RPMI-8226. Synergy scores: CSS=61.2, Synergy_ZIP=1.73, Synergy_Bliss=-2.43, Synergy_Loewe=-21.6, Synergy_HSA=-3.88.